Dataset: Full USPTO retrosynthesis dataset with 1.9M reactions from patents (1976-2016). Task: Predict the reactants needed to synthesize the given product. (1) Given the product [F:37][C:38]1[CH:43]=[CH:42][C:41]([O:47][CH3:48])=[C:40]([C:2]2[CH:36]=[CH:35][CH:34]=[C:4]([CH2:5][N:6]([C@@H:24]3[C:33]4[C:28](=[CH:29][CH:30]=[CH:31][CH:32]=4)[CH2:27][CH2:26][CH2:25]3)[C:7]([C:9]3[CH:14]=[C:13]([C:15]([OH:17])=[O:16])[C:12]([C:18]([OH:20])=[O:19])=[CH:11][C:10]=3[C:21]([OH:23])=[O:22])=[O:8])[CH:3]=2)[CH:39]=1, predict the reactants needed to synthesize it. The reactants are: Br[C:2]1[CH:3]=[C:4]([CH:34]=[CH:35][CH:36]=1)[CH2:5][N:6]([C@@H:24]1[C:33]2[C:28](=[CH:29][CH:30]=[CH:31][CH:32]=2)[CH2:27][CH2:26][CH2:25]1)[C:7]([C:9]1[CH:14]=[C:13]([C:15]([OH:17])=[O:16])[C:12]([C:18]([OH:20])=[O:19])=[CH:11][C:10]=1[C:21]([OH:23])=[O:22])=[O:8].[F:37][C:38]1[CH:39]=[CH:40][C:41]([O:47][CH3:48])=[C:42](B(O)O)[CH:43]=1.C(=O)([O-])[O-].[Na+].[Na+]. (2) Given the product [ClH:31].[ClH:31].[CH:1]1([C:4]2[CH:8]=[C:7]([CH:9]3[CH2:11][CH2:10]3)[N:6]([C:12]3[N:17]=[CH:16][C:15]([NH:18][C:19]([C:21]4[CH:22]=[C:23]5[C:28](=[CH:29][CH:30]=4)[N:27]=[CH:26][CH:25]=[CH:24]5)=[O:20])=[CH:14][CH:13]=3)[N:5]=2)[CH2:2][CH2:3]1, predict the reactants needed to synthesize it. The reactants are: [CH:1]1([C:4]2[CH:8]=[C:7]([CH:9]3[CH2:11][CH2:10]3)[N:6]([C:12]3[N:17]=[CH:16][C:15]([NH:18][C:19]([C:21]4[CH:22]=[C:23]5[C:28](=[CH:29][CH:30]=4)[N:27]=[CH:26][CH:25]=[CH:24]5)=[O:20])=[CH:14][CH:13]=3)[N:5]=2)[CH2:3][CH2:2]1.[ClH:31]. (3) Given the product [Br:1][C:2]1[CH:7]=[CH:6][N:5]=[C:4]2[N:8]([S:14]([C:17]3[CH:22]=[CH:21][CH:20]=[CH:19][CH:18]=3)(=[O:16])=[O:15])[C:9]([C:11]([OH:13])([CH3:23])[CH3:12])=[CH:10][C:3]=12, predict the reactants needed to synthesize it. The reactants are: [Br:1][C:2]1[CH:7]=[CH:6][N:5]=[C:4]2[N:8]([S:14]([C:17]3[CH:22]=[CH:21][CH:20]=[CH:19][CH:18]=3)(=[O:16])=[O:15])[C:9]([C:11](=[O:13])[CH3:12])=[CH:10][C:3]=12.[CH3:23][Mg]Cl.C(O)(=O)C. (4) Given the product [Br:16][C:10]1[CH:11]=[CH:12][CH:13]=[C:14]2[C:9]=1[CH2:8][CH2:7][CH2:6][C:5]2=[O:15], predict the reactants needed to synthesize it. The reactants are: [Al+3].[Cl-].[Cl-].[Cl-].[C:5]1(=[O:15])[C:14]2[C:9](=[CH:10][CH:11]=[CH:12][CH:13]=2)[CH2:8][CH2:7][CH2:6]1.[Br:16]Br.Cl. (5) Given the product [NH2:1][C:2]1[C:3]([C:9](=[N:11][O:12][C:20](=[O:27])[C:21]2[CH:26]=[CH:25][CH:24]=[CH:23][CH:22]=2)[NH2:10])=[N:4][C:5]([Br:8])=[CH:6][N:7]=1, predict the reactants needed to synthesize it. The reactants are: [NH2:1][C:2]1[C:3]([C:9](=[N:11][OH:12])[NH2:10])=[N:4][C:5]([Br:8])=[CH:6][N:7]=1.C(N(CC)CC)C.[C:20](Cl)(=[O:27])[C:21]1[CH:26]=[CH:25][CH:24]=[CH:23][CH:22]=1. (6) Given the product [C:12]1(/[CH:18]=[CH:19]/[C:20](=[O:23])/[CH:21]=[CH:22]/[C:2]2[CH:7]=[CH:6][C:5]([C:8]([F:11])([F:10])[F:9])=[CH:4][CH:3]=2)[CH:17]=[CH:16][CH:15]=[CH:14][CH:13]=1, predict the reactants needed to synthesize it. The reactants are: I[C:2]1[CH:7]=[CH:6][C:5]([C:8]([F:11])([F:10])[F:9])=[CH:4][CH:3]=1.[C:12]1([CH:18]=[CH:19][CH:20]([OH:23])[C:21]#[CH:22])[CH:17]=[CH:16][CH:15]=[CH:14][CH:13]=1.C1(P(C2C=CC=CC=2)C2C=CC=CC=2)C=CC=CC=1.C(N(CC)CC)C. (7) Given the product [CH3:3][C:4]1[N:9]=[CH:8][C:7]([O:10][C:11]2[CH:16]=[CH:15][N:14]=[CH:13][C:12]=2[NH2:17])=[CH:6][CH:5]=1, predict the reactants needed to synthesize it. The reactants are: [Cl-].[NH4+].[CH3:3][C:4]1[N:9]=[CH:8][C:7]([O:10][C:11]2[CH:16]=[CH:15][N:14]=[CH:13][C:12]=2[N+:17]([O-])=O)=[CH:6][CH:5]=1. (8) Given the product [N:15]12[CH2:20][CH2:19][CH:18]([CH2:21][CH2:22]1)[C@@H:17]([NH:23][C:24]([C:26]1[O:27][C:28]3[C:34]([C:7]4[CH:8]=[CH:9][C:4]([O:3][C:2]([F:14])([F:13])[F:1])=[CH:5][CH:6]=4)=[CH:33][C:32]([F:36])=[CH:31][C:29]=3[CH:30]=1)=[O:25])[CH2:16]2, predict the reactants needed to synthesize it. The reactants are: [F:1][C:2]([F:14])([F:13])[O:3][C:4]1[CH:9]=[CH:8][C:7](B(O)O)=[CH:6][CH:5]=1.[N:15]12[CH2:22][CH2:21][CH:18]([CH2:19][CH2:20]1)[C@@H:17]([NH:23][C:24]([C:26]1[O:27][C:28]3[C:34](Br)=[CH:33][C:32]([F:36])=[CH:31][C:29]=3[CH:30]=1)=[O:25])[CH2:16]2.[OH-].[Na+]. (9) Given the product [Cl:39][C:37]1[CH:3]=[CH:4][C:5]([CH:8]2[C:9]3[C:10](=[N:11][N:12]([CH2:15][C:16]4[CH:17]=[CH:18][C:19]([O:22][CH3:23])=[CH:20][CH:21]=4)[C:13]=3[CH3:14])[C:24](=[O:25])[N:27]2[C:28]2[CH:33]=[C:32]([CH3:34])[C:31](=[O:35])[N:30]([CH3:36])[CH:29]=2)=[CH:6][CH:7]=1, predict the reactants needed to synthesize it. The reactants are: ClC1[CH:7]=[CH:6][C:5]([CH:8]([NH:27][C:28]2[CH:33]=[C:32]([CH3:34])[C:31](=[O:35])[N:30]([CH3:36])[CH:29]=2)[C:9]2[C:10]([C:24](O)=[O:25])=[N:11][N:12]([CH2:15][C:16]3[CH:21]=[CH:20][C:19]([O:22][CH3:23])=[CH:18][CH:17]=3)[C:13]=2[CH3:14])=[CH:4][CH:3]=1.[CH2:37]([Cl:39])Cl.CO. (10) The reactants are: Cl[C:2]1[C:7]([N+:8]([O-])=O)=[CH:6][C:5]([CH3:11])=[CH:4][N:3]=1.[C:12]1([C:18]2([C:25]3[CH:30]=[CH:29][CH:28]=[CH:27][CH:26]=3)[CH2:23][NH:22][C:21](=O)[CH2:20][CH2:19]2)[CH:17]=[CH:16][CH:15]=[CH:14][CH:13]=1. Given the product [CH3:11][C:5]1[CH:4]=[N:3][C:2]2[N:22]3[CH2:23][C:18]([C:12]4[CH:17]=[CH:16][CH:15]=[CH:14][CH:13]=4)([C:25]4[CH:30]=[CH:29][CH:28]=[CH:27][CH:26]=4)[CH2:19][CH2:20][C:21]3=[N:8][C:7]=2[CH:6]=1, predict the reactants needed to synthesize it.